Dataset: Full USPTO retrosynthesis dataset with 1.9M reactions from patents (1976-2016). Task: Predict the reactants needed to synthesize the given product. (1) Given the product [C:1](=[O:3])=[O:2].[C:1]([O-:4])([O-:3])=[O:2].[C:1]([O-:4])([O-:3])=[O:2].[OH:19][OH:9].[OH:19][OH:2].[OH:19][OH:2].[Na+:5].[Na+:5].[Na+:5].[Na+:5], predict the reactants needed to synthesize it. The reactants are: [C:1](=[O:4])([OH:3])[O-:2].[Na+:5].C(O)(=O)CC(CC(O)=O)(C(O)=O)[OH:9].[OH2:19]. (2) Given the product [Br:18][C:13]1[S:14][C:15]([C:29]2[CH:30]=[CH:31][N:26]=[CH:27][CH:28]=2)=[CH:16][C:12]=1[CH:8]1[C:9]2[C:4](=[CH:3][C:2]([Cl:1])=[CH:11][CH:10]=2)[CH2:5][CH2:6][N:7]1[C:19]([O:21][C:22]([CH3:24])([CH3:23])[CH3:25])=[O:20], predict the reactants needed to synthesize it. The reactants are: [Cl:1][C:2]1[CH:3]=[C:4]2[C:9](=[CH:10][CH:11]=1)[CH:8]([C:12]1[CH:16]=[C:15](Br)[S:14][C:13]=1[Br:18])[N:7]([C:19]([O:21][C:22]([CH3:25])([CH3:24])[CH3:23])=[O:20])[CH2:6][CH2:5]2.[N:26]1[CH:31]=[CH:30][C:29](B(O)O)=[CH:28][CH:27]=1.C(=O)([O-])[O-].[Cs+].[Cs+].O1CCOCC1.O. (3) The reactants are: [N:1]1[C:10]2[C:5](=[CH:6][C:7]([C:11]([NH2:13])=O)=[CH:8][CH:9]=2)[CH:4]=[CH:3][CH:2]=1.C(N(CC)CC)C.FC(F)(F)C(OC(=O)C(F)(F)F)=O. Given the product [N:1]1[C:10]2[C:5](=[CH:6][C:7]([C:11]#[N:13])=[CH:8][CH:9]=2)[CH:4]=[CH:3][CH:2]=1, predict the reactants needed to synthesize it. (4) Given the product [F:19][C:17]1[CH:16]=[C:15]2[C:11]([CH2:12][O:13][C:14]2=[O:20])=[C:10](/[N:9]=[CH:7]/[C:3]2[N:2]([CH3:1])[CH:6]=[CH:5][N:4]=2)[CH:18]=1, predict the reactants needed to synthesize it. The reactants are: [CH3:1][N:2]1[CH:6]=[CH:5][N:4]=[C:3]1[CH:7]=O.[NH2:9][C:10]1[CH:18]=[C:17]([F:19])[CH:16]=[C:15]2[C:11]=1[CH2:12][O:13][C:14]2=[O:20].S([O-])([O-])(=O)=O.[Mg+2].